Dataset: Merck oncology drug combination screen with 23,052 pairs across 39 cell lines. Task: Regression. Given two drug SMILES strings and cell line genomic features, predict the synergy score measuring deviation from expected non-interaction effect. (1) Drug 1: CCN(CC)CCNC(=O)c1c(C)[nH]c(C=C2C(=O)Nc3ccc(F)cc32)c1C. Drug 2: C=CCn1c(=O)c2cnc(Nc3ccc(N4CCN(C)CC4)cc3)nc2n1-c1cccc(C(C)(C)O)n1. Cell line: SKMES1. Synergy scores: synergy=-0.540. (2) Cell line: NCIH2122. Drug 2: Cn1c(=O)n(-c2ccc(C(C)(C)C#N)cc2)c2c3cc(-c4cnc5ccccc5c4)ccc3ncc21. Synergy scores: synergy=25.8. Drug 1: O=S1(=O)NC2(CN1CC(F)(F)F)C1CCC2Cc2cc(C=CCN3CCC(C(F)(F)F)CC3)ccc2C1. (3) Cell line: T47D. Synergy scores: synergy=2.10. Drug 1: NC1(c2ccc(-c3nc4ccn5c(=O)[nH]nc5c4cc3-c3ccccc3)cc2)CCC1. Drug 2: CNC(=O)c1cc(Oc2ccc(NC(=O)Nc3ccc(Cl)c(C(F)(F)F)c3)cc2)ccn1. (4) Drug 1: O=C(O)C1(Cc2cccc(Nc3nccs3)n2)CCC(Oc2cccc(Cl)c2F)CC1. Drug 2: CCc1cnn2c(NCc3ccc[n+]([O-])c3)cc(N3CCCCC3CCO)nc12. Cell line: KPL1. Synergy scores: synergy=2.91. (5) Drug 1: COC1=C2CC(C)CC(OC)C(O)C(C)C=C(C)C(OC(N)=O)C(OC)C=CC=C(C)C(=O)NC(=CC1=O)C2=O. Drug 2: CNC(=O)c1cc(Oc2ccc(NC(=O)Nc3ccc(Cl)c(C(F)(F)F)c3)cc2)ccn1. Cell line: OCUBM. Synergy scores: synergy=11.2. (6) Drug 1: COc1cccc2c1C(=O)c1c(O)c3c(c(O)c1C2=O)CC(O)(C(=O)CO)CC3OC1CC(N)C(O)C(C)O1. Drug 2: CS(=O)(=O)CCNCc1ccc(-c2ccc3ncnc(Nc4ccc(OCc5cccc(F)c5)c(Cl)c4)c3c2)o1. Cell line: LOVO. Synergy scores: synergy=27.4. (7) Drug 1: CC1CC2C3CCC4=CC(=O)C=CC4(C)C3(F)C(O)CC2(C)C1(O)C(=O)CO. Drug 2: CS(=O)(=O)CCNCc1ccc(-c2ccc3ncnc(Nc4ccc(OCc5cccc(F)c5)c(Cl)c4)c3c2)o1. Cell line: PA1. Synergy scores: synergy=-0.380.